This data is from Reaction yield outcomes from USPTO patents with 853,638 reactions. The task is: Predict the reaction yield, written as a fraction of the theoretical maximum amount of product (1.0 means a 100% yield; for example, 0.34 means a 34% yield). (1) The reactants are [OH:1][CH2:2][CH:3]([CH2:5][OH:6])[OH:4].[C:7]([OH:13])(=O)[CH2:8][CH2:9][CH2:10][CH3:11]. The catalyst is [Pd]. The product is [CH2:7]([O:1][CH2:2][CH:3]([CH2:5][OH:6])[OH:4])[CH2:8][CH2:9][CH2:10][CH3:11].[CH3:2][CH2:3][O:13][CH2:7][CH3:8]. The yield is 0.720. (2) The reactants are [NH2:1][C:2]1[C:3]([C:15]([NH:17][CH3:18])=[O:16])=[N:4][C:5]([C:8]2[CH:13]=[CH:12][CH:11]=[C:10]([OH:14])[CH:9]=2)=[CH:6][N:7]=1.CN(C=O)C.C(=O)([O-])[O-].[Cs+].[Cs+].Br[CH2:31][CH2:32][C:33]1[CH:38]=[CH:37][CH:36]=[CH:35][CH:34]=1. The catalyst is C(OCC)(=O)C. The product is [NH2:1][C:2]1[C:3]([C:15]([NH:17][CH3:18])=[O:16])=[N:4][C:5]([C:8]2[CH:13]=[CH:12][CH:11]=[C:10]([O:14][CH2:31][CH2:32][C:33]3[CH:38]=[CH:37][CH:36]=[CH:35][CH:34]=3)[CH:9]=2)=[CH:6][N:7]=1. The yield is 0.310.